Task: Predict the reactants needed to synthesize the given product.. Dataset: Full USPTO retrosynthesis dataset with 1.9M reactions from patents (1976-2016) (1) Given the product [N:20]([CH2:12][CH:13]1[CH2:17][O:16][C:15]([CH3:19])([CH3:18])[O:14]1)=[N+:21]=[N-:22], predict the reactants needed to synthesize it. The reactants are: CC1C=CC(S(O[CH2:12][CH:13]2[CH2:17][O:16][C:15]([CH3:19])([CH3:18])[O:14]2)(=O)=O)=CC=1.[N-:20]=[N+:21]=[N-:22].[Na+]. (2) Given the product [Cl:1][C:2]1[CH:7]=[C:6]([Br:8])[CH:5]=[CH:4][C:3]=1[O:9][CH2:10][CH:11]1[CH2:12][CH2:13][CH2:14][O:15]1, predict the reactants needed to synthesize it. The reactants are: [Cl:1][C:2]1[CH:7]=[C:6]([Br:8])[CH:5]=[CH:4][C:3]=1[OH:9].[CH2:10](Br)[CH:11]1[O:15][CH2:14][CH2:13][CH2:12]1.